From a dataset of Forward reaction prediction with 1.9M reactions from USPTO patents (1976-2016). Predict the product of the given reaction. (1) Given the reactants [CH2:1]([O:3][C@@H:4]([CH2:10][C:11]1[CH:16]=[CH:15][C:14]([O:17][CH2:18]/[CH:19]=[C:20](/[C:22]2[CH:27]=[CH:26][C:25]([C:28]3[CH:33]=[CH:32][CH:31]=[CH:30][C:29]=3[CH3:34])=[CH:24][CH:23]=2)\[CH3:21])=[CH:13][CH:12]=1)[C:5]([O:7]CC)=[O:6])[CH3:2].[OH-].[Na+], predict the reaction product. The product is: [CH2:1]([O:3][C@@H:4]([CH2:10][C:11]1[CH:16]=[CH:15][C:14]([O:17][CH2:18]/[CH:19]=[C:20](/[C:22]2[CH:23]=[CH:24][C:25]([C:28]3[CH:33]=[CH:32][CH:31]=[CH:30][C:29]=3[CH3:34])=[CH:26][CH:27]=2)\[CH3:21])=[CH:13][CH:12]=1)[C:5]([OH:7])=[O:6])[CH3:2]. (2) Given the reactants [CH:1]1([NH:4][C:5]([C:7]2[CH:8]=[CH:9][C:10]([CH3:37])=[C:11]([N:13]3[C:22](=[O:23])[C:21]4[C:16](=[CH:17][CH:18]=[C:19]([O:24][C@H:25]5[CH2:29][CH2:28][N:27](C(OC(C)(C)C)=O)[CH2:26]5)[CH:20]=4)[N:15]=[CH:14]3)[CH:12]=2)=[O:6])[CH2:3][CH2:2]1.Cl, predict the reaction product. The product is: [CH:1]1([NH:4][C:5](=[O:6])[C:7]2[CH:8]=[CH:9][C:10]([CH3:37])=[C:11]([N:13]3[C:22](=[O:23])[C:21]4[C:16](=[CH:17][CH:18]=[C:19]([O:24][C@H:25]5[CH2:29][CH2:28][NH:27][CH2:26]5)[CH:20]=4)[N:15]=[CH:14]3)[CH:12]=2)[CH2:2][CH2:3]1. (3) Given the reactants [OH:1][CH2:2][CH2:3][CH2:4][C:5]1[C:13]2[C:8](=[CH:9][CH:10]=[CH:11][CH:12]=2)[NH:7][C:6]=1[C:14]([O:16][CH2:17][CH3:18])=[O:15].[O:19]([C:26]1[CH:27]=[C:28](O)[CH:29]=[CH:30][CH:31]=1)[C:20]1[CH:25]=[CH:24][CH:23]=[CH:22][CH:21]=1, predict the reaction product. The product is: [O:19]([C:26]1[CH:31]=[CH:30][C:29]([O:1][CH2:2][CH2:3][CH2:4][C:5]2[C:13]3[C:8](=[CH:9][CH:10]=[CH:11][CH:12]=3)[NH:7][C:6]=2[C:14]([O:16][CH2:17][CH3:18])=[O:15])=[CH:28][CH:27]=1)[C:20]1[CH:25]=[CH:24][CH:23]=[CH:22][CH:21]=1. (4) Given the reactants C(O)=O.[NH2:4][CH2:5][CH2:6][C:7]1[CH:28]=[CH:27][C:10]([NH:11][CH:12]2[CH2:17][CH2:16][N:15]([C:18]([NH:20][CH2:21][CH:22]3[CH2:26][CH2:25][CH2:24][CH2:23]3)=[O:19])[CH2:14][CH2:13]2)=[CH:9][CH:8]=1.C([Si]([O:46][C:47]1[CH:52]=[CH:51][C:50]([O:53][CH2:54][CH:55]2[CH2:57][O:56]2)=[CH:49][CH:48]=1)(C1C=CC=CC=1)C1C=CC=CC=1)(C)(C)C, predict the reaction product. The product is: [CH:22]1([CH2:21][NH:20][C:18]([N:15]2[CH2:16][CH2:17][CH:12]([NH:11][C:10]3[CH:9]=[CH:8][C:7]([CH2:6][CH2:5][NH:4][CH2:57][C@H:55]([OH:56])[CH2:54][O:53][C:50]4[CH:51]=[CH:52][C:47]([OH:46])=[CH:48][CH:49]=4)=[CH:28][CH:27]=3)[CH2:13][CH2:14]2)=[O:19])[CH2:23][CH2:24][CH2:25][CH2:26]1. (5) Given the reactants [CH3:1][O:2][C:3]1[CH:8]=[CH:7][CH:6]=[CH:5][C:4]=1[CH:9]1[CH2:13][CH2:12][NH:11][CH2:10]1.Br[CH2:15][CH:16]1[CH2:25][CH2:24][C:19]2([O:23][CH2:22][CH2:21][O:20]2)[CH2:18][CH2:17]1, predict the reaction product. The product is: [O:20]1[C:19]2([CH2:24][CH2:25][CH:16]([CH2:15][N:11]3[CH2:12][CH2:13][CH:9]([C:4]4[CH:5]=[CH:6][CH:7]=[CH:8][C:3]=4[O:2][CH3:1])[CH2:10]3)[CH2:17][CH2:18]2)[O:23][CH2:22][CH2:21]1. (6) Given the reactants Br[C:2]1[CH:16]=[CH:15][C:5]2[N:6]=[C:7]([C:9]3[CH:14]=[CH:13][CH:12]=[CH:11][CH:10]=3)[O:8][C:4]=2[CH:3]=1.CON(C)[C:20](=[O:23])[CH2:21][CH3:22], predict the reaction product. The product is: [C:9]1([C:7]2[O:8][C:4]3[CH:3]=[C:2]([C:20](=[O:23])[CH2:21][CH3:22])[CH:16]=[CH:15][C:5]=3[N:6]=2)[CH:14]=[CH:13][CH:12]=[CH:11][CH:10]=1. (7) Given the reactants [CH3:1][C:2]1[CH:6]=[C:5]([CH3:7])[NH:4][N:3]=1.[H-].[Na+].[Cl:10][C:11]1[CH:12]=[C:13]([NH:18][C:19]2[N:24]=[C:23](S(C)(=O)=O)[C:22]([C:29]3[CH:30]=[N:31][CH:32]=[N:33][CH:34]=3)=[CH:21][N:20]=2)[CH:14]=[CH:15][C:16]=1[F:17].O, predict the reaction product. The product is: [Cl:10][C:11]1[CH:12]=[C:13]([NH:18][C:19]2[N:24]=[C:23]([N:3]3[C:2]([CH3:1])=[CH:6][C:5]([CH3:7])=[N:4]3)[C:22]([C:29]3[CH:30]=[N:31][CH:32]=[N:33][CH:34]=3)=[CH:21][N:20]=2)[CH:14]=[CH:15][C:16]=1[F:17].